This data is from Reaction yield outcomes from USPTO patents with 853,638 reactions. The task is: Predict the reaction yield, written as a fraction of the theoretical maximum amount of product (1.0 means a 100% yield; for example, 0.34 means a 34% yield). (1) The reactants are [C:1]1([C:7]#[C:8][N:9]2[C:17]3[C:12](=[CH:13][CH:14]=[CH:15][CH:16]=3)[C:11]([CH:18]=O)=[CH:10]2)[CH:6]=[CH:5][CH:4]=[CH:3][CH:2]=1.[Cl:20][C:21]1[CH:26]=[CH:25][C:24]([S:27]([CH2:30][C:31]#[N:32])(=[O:29])=[O:28])=[CH:23][CH:22]=1. No catalyst specified. The product is [Cl:20][C:21]1[CH:22]=[CH:23][C:24]([S:27]([C:30](=[CH:18][C:11]2[C:12]3[C:17](=[CH:16][CH:15]=[CH:14][CH:13]=3)[N:9]([C:8]#[C:7][C:1]3[CH:6]=[CH:5][CH:4]=[CH:3][CH:2]=3)[CH:10]=2)[C:31]#[N:32])(=[O:28])=[O:29])=[CH:25][CH:26]=1. The yield is 0.390. (2) The reactants are [C:1]([OH:7])(=O)[C:2]#[C:3][CH2:4][CH3:5].Cl.[CH2:9]([C:11]1[S:31][C:14]2[N:15]=[C:16]([S:25][CH2:26][C:27]([O:29][CH3:30])=[O:28])[N:17]=[C:18]([N:19]3[CH2:24][CH2:23][NH:22][CH2:21][CH2:20]3)[C:13]=2[CH:12]=1)[CH3:10].C(N(C(C)C)CC)(C)C. The catalyst is CN1CCCC1=O. The product is [CH2:9]([C:11]1[S:31][C:14]2[N:15]=[C:16]([S:25][CH2:26][C:27]([O:29][CH3:30])=[O:28])[N:17]=[C:18]([N:19]3[CH2:24][CH2:23][N:22]([C:1](=[O:7])[CH2:2][CH2:3][C:4]#[CH:5])[CH2:21][CH2:20]3)[C:13]=2[CH:12]=1)[CH3:10]. The yield is 0.430. (3) The reactants are [Br:1][C:2]1[CH:3]=[C:4]([N+:9]([O-])=O)[CH:5]=[C:6]([Br:8])[CH:7]=1. The catalyst is C(O)(=O)C.Cl. The product is [Br:1][C:2]1[CH:3]=[C:4]([CH:5]=[C:6]([Br:8])[CH:7]=1)[NH2:9]. The yield is 0.867. (4) The reactants are [CH2:1]([O:3][C:4]1[N:9]=[CH:8][C:7]([C:10]2[N:15]=[C:14]3[NH:16][CH:17]=[C:18]([C:19]#[N:20])[C:13]3=[CH:12][CH:11]=2)=[CH:6][CH:5]=1)[CH3:2].[C:21]([C:25]1[CH:26]=[C:27]2[C:32](=[C:33]([F:35])[CH:34]=1)[C:31](=[O:36])[N:30]([C:37]1[C:45]3[CH2:44][O:43]B(O)[C:41]=3[CH:40]=[CH:39][CH:38]=1)[N:29]=[CH:28]2)([CH3:24])([CH3:23])[CH3:22].N1C=CC=CC=1.[NH4+].[Cl-]. The catalyst is C([O-])(=O)C.[Cu+2].C([O-])(=O)C.ClCCCl. The product is [C:21]([C:25]1[CH:26]=[C:27]2[C:32](=[C:33]([F:35])[CH:34]=1)[C:31](=[O:36])[N:30]([C:37]1[C:45]([CH2:44][OH:43])=[C:41]([N:16]3[C:14]4=[N:15][C:10]([C:7]5[CH:8]=[N:9][C:4]([O:3][CH2:1][CH3:2])=[CH:5][CH:6]=5)=[CH:11][CH:12]=[C:13]4[C:18]([C:19]#[N:20])=[CH:17]3)[CH:40]=[CH:39][CH:38]=1)[N:29]=[CH:28]2)([CH3:24])([CH3:22])[CH3:23]. The yield is 0.150. (5) The reactants are C(=O)([O-])[O-].[Ca+2].[C:6](Cl)(Cl)=[S:7].ClCCl.O.[Cl:14][C:15]1[CH:16]=[C:17]([CH:19]=[C:20]([Cl:23])[C:21]=1[Cl:22])[NH2:18].Cl. No catalyst specified. The product is [Cl:14][C:15]1[CH:16]=[C:17]([N:18]=[C:6]=[S:7])[CH:19]=[C:20]([Cl:23])[C:21]=1[Cl:22]. The yield is 0.920. (6) The reactants are [F:1][C:2]1[CH:7]=[CH:6][CH:5]=[C:4]([F:8])[C:3]=1[S:9]([NH:12][C:13]1[C:14]([F:23])=[C:15]([CH:20]=[CH:21][CH:22]=1)[C:16](OC)=[O:17])(=[O:11])=[O:10].C[Si]([N-][Si](C)(C)C)(C)C.[Li+].[Cl:34][C:35]1[N:40]=[C:39]([CH3:41])[CH:38]=[CH:37][N:36]=1. The catalyst is C1COCC1. The product is [Cl:34][C:35]1[N:40]=[C:39]([CH2:41][C:16]([C:15]2[C:14]([F:23])=[C:13]([NH:12][S:9]([C:3]3[C:2]([F:1])=[CH:7][CH:6]=[CH:5][C:4]=3[F:8])(=[O:10])=[O:11])[CH:22]=[CH:21][CH:20]=2)=[O:17])[CH:38]=[CH:37][N:36]=1. The yield is 0.720. (7) The reactants are [NH2:1][C:2]1[CH:22]=[CH:21][C:5]([O:6][C:7]2[N:12]=[CH:11][N:10]=[C:9]([NH:13][C:14]([NH:16][CH2:17][CH2:18][NH:19][CH3:20])=[O:15])[CH:8]=2)=[C:4]([F:23])[CH:3]=1.[CH2:24]=O. The catalyst is O1CCCC1. The product is [NH2:1][C:2]1[CH:22]=[CH:21][C:5]([O:6][C:7]2[N:12]=[CH:11][N:10]=[C:9]([NH:13][C:14]([N:16]3[CH2:17][CH2:18][N:19]([CH3:24])[CH2:20]3)=[O:15])[CH:8]=2)=[C:4]([F:23])[CH:3]=1. The yield is 0.380.